This data is from TCR-epitope binding with 47,182 pairs between 192 epitopes and 23,139 TCRs. The task is: Binary Classification. Given a T-cell receptor sequence (or CDR3 region) and an epitope sequence, predict whether binding occurs between them. Result: 0 (the TCR does not bind to the epitope). The TCR CDR3 sequence is CASSYFGTFAGYNEQFF. The epitope is TFYLTNDVSFL.